From a dataset of Full USPTO retrosynthesis dataset with 1.9M reactions from patents (1976-2016). Predict the reactants needed to synthesize the given product. (1) Given the product [C:18]([C:22]1[C:23]([F:34])=[CH:24][C:25]([O:26][CH2:27][C:28]([NH:2][C@@H:3]([C:5]2[CH:10]=[CH:9][C:8]([NH:11][S:12]([CH3:15])(=[O:14])=[O:13])=[C:7]([CH2:16][OH:17])[CH:6]=2)[CH3:4])=[O:29])=[CH:31][C:32]=1[F:33])([CH3:21])([CH3:19])[CH3:20], predict the reactants needed to synthesize it. The reactants are: Cl.[NH2:2][C@@H:3]([C:5]1[CH:10]=[CH:9][C:8]([NH:11][S:12]([CH3:15])(=[O:14])=[O:13])=[C:7]([CH2:16][OH:17])[CH:6]=1)[CH3:4].[C:18]([C:22]1[C:32]([F:33])=[CH:31][C:25]([O:26][CH2:27][C:28](O)=[O:29])=[CH:24][C:23]=1[F:34])([CH3:21])([CH3:20])[CH3:19].CN(C)CCCN=C=NCC. (2) Given the product [CH3:36][S:33]([C:30]1[CH:31]=[CH:32][C:27]([CH2:26][NH:25][C:23]([C:7]2[C:8](=[O:22])[N:9]([C:12]3[CH:17]=[CH:16][CH:15]=[C:14]([C:18]([F:20])([F:19])[F:21])[CH:13]=3)[C:10]([CH3:11])=[C:5]([C:3]3[N:48]=[C:46]([CH2:45][OH:44])[S:47][C:2]=3[CH3:37])[CH:6]=2)=[O:24])=[CH:28][CH:29]=1)(=[O:35])=[O:34], predict the reactants needed to synthesize it. The reactants are: Br[CH:2]([CH3:37])[C:3]([C:5]1[CH:6]=[C:7]([C:23]([NH:25][CH2:26][C:27]2[CH:32]=[CH:31][C:30]([S:33]([CH3:36])(=[O:35])=[O:34])=[CH:29][CH:28]=2)=[O:24])[C:8](=[O:22])[N:9]([C:12]2[CH:17]=[CH:16][CH:15]=[C:14]([C:18]([F:21])([F:20])[F:19])[CH:13]=2)[C:10]=1[CH3:11])=O.C([O:44][CH2:45][C:46]([NH2:48])=[S:47])(=O)C(C)(C)C. (3) The reactants are: CO[C:3]1[CH:8]=[CH:7][C:6]([CH2:9][C:10](Cl)=[O:11])=[CH:5][CH:4]=1.[CH:13]([NH2:15])=[O:14].N1C=CC=CC=1.C[C:23](C)=[O:24]. Given the product [CH:13]([NH:15][C:10](=[O:11])[CH2:9][C:6]1[CH:5]=[CH:4][CH:3]=[C:8]([O:24][CH3:23])[CH:7]=1)=[O:14], predict the reactants needed to synthesize it. (4) The reactants are: [C:1]1([S:7]([N:10]2[C:14]3[N:15]=[CH:16][N:17]=[C:18]([Cl:19])[C:13]=3[C:12](I)=[CH:11]2)(=[O:9])=[O:8])[CH:6]=[CH:5][CH:4]=[CH:3][CH:2]=1.C([Mg]Cl)(C)C.[F:26][C:27]1[N:32]=[C:31]([N:33]([C:41]2[CH:42]=[N:43][C:44]([CH3:47])=[CH:45][CH:46]=2)[C:34](=[O:40])[O:35][C:36]([CH3:39])([CH3:38])[CH3:37])[CH:30]=[CH:29][C:28]=1[CH:48]=[O:49].O. Given the product [C:1]1([S:7]([N:10]2[C:14]3[N:15]=[CH:16][N:17]=[C:18]([Cl:19])[C:13]=3[C:12]([CH:48]([OH:49])[C:28]3[CH:29]=[CH:30][C:31]([N:33]([C:41]4[CH:42]=[N:43][C:44]([CH3:47])=[CH:45][CH:46]=4)[C:34](=[O:40])[O:35][C:36]([CH3:39])([CH3:38])[CH3:37])=[N:32][C:27]=3[F:26])=[CH:11]2)(=[O:9])=[O:8])[CH:6]=[CH:5][CH:4]=[CH:3][CH:2]=1, predict the reactants needed to synthesize it. (5) Given the product [F:2][C:3]1[CH:34]=[CH:33][CH:32]=[C:31]([F:35])[C:4]=1[CH2:5][C:6]1[C:7]2[CH:8]=[CH:9][C:10]([O:29][CH3:30])=[C:11]([O:27][CH3:28])[C:12]=2[C:13](=[O:59])[N:14]2[CH2:23][CH2:22][C:21]3[C:16](=[CH:17][C:18]4[O:26][CH2:25][O:24][C:19]=4[CH:20]=3)[C:15]=12, predict the reactants needed to synthesize it. The reactants are: [Br-].[F:2][C:3]1[CH:34]=[CH:33][CH:32]=[C:31]([F:35])[C:4]=1[CH2:5][C:6]1[C:15]2[C:16]3[C:21]([CH2:22][CH2:23][N+:14]=2[CH:13]=[C:12]2[C:7]=1[CH:8]=[CH:9][C:10]([O:29][CH3:30])=[C:11]2[O:27][CH3:28])=[CH:20][C:19]1[O:24][CH2:25][O:26][C:18]=1[CH:17]=3.[Br-].FC1C=CC=CC=1CC1C2C3C(CC[N+]=2C=C2C=1C=CC(OC)=C2OC)=CC1[O:59]COC=1C=3.